From a dataset of Forward reaction prediction with 1.9M reactions from USPTO patents (1976-2016). Predict the product of the given reaction. (1) Given the reactants [O:1]1[C@H:8]([CH2:9][OH:10])[C@@H:6]([OH:7])[C@H:4]([OH:5])[CH:3]=[CH:2]1.C([Sn](O[Sn](CCCC)(CCCC)CCCC)(CCCC)CCCC)CCC.II, predict the reaction product. The product is: [C@@H:2]12[O:10][CH2:9][C@@H:8]([O:1]1)[C@@H:6]([OH:7])[C@H:4]([OH:5])[CH2:3]2. (2) Given the reactants [Cl:1][C:2]1[CH:18]=[CH:17][C:5]([CH2:6][O:7][CH2:8][C:9]2[O:13][N:12]=[C:11]([C:14]([OH:16])=O)[CH:10]=2)=[C:4]([F:19])[CH:3]=1.Cl.[O:21]1[CH2:25][CH2:24][CH:23]([CH2:26][NH2:27])[CH2:22]1.C(N(CC)CC)C.ON1C2C=CC=CC=2N=N1.Cl.C(N=C=NCCCN(C)C)C, predict the reaction product. The product is: [O:21]1[CH2:25][CH2:24][CH:23]([CH2:26][NH:27][C:14]([C:11]2[CH:10]=[C:9]([CH2:8][O:7][CH2:6][C:5]3[CH:17]=[CH:18][C:2]([Cl:1])=[CH:3][C:4]=3[F:19])[O:13][N:12]=2)=[O:16])[CH2:22]1. (3) Given the reactants [C:1]([O:5][C:6](=[O:20])[NH:7][CH2:8][CH2:9][N:10]1[C:18]2[C:17](Cl)=[N:16][CH:15]=[N:14][C:13]=2[CH:12]=[CH:11]1)([CH3:4])([CH3:3])[CH3:2].[Cl:21][C:22]1[CH:23]=[C:24]([CH:26]=[CH:27][C:28]=1[O:29][C:30]1[CH:35]=[CH:34][CH:33]=[C:32]([O:36][C:37]([F:40])([F:39])[F:38])[CH:31]=1)[NH2:25].C(=O)([O-])O.[Na+], predict the reaction product. The product is: [Cl:21][C:22]1[CH:23]=[C:24]([NH:25][C:17]2[C:18]3[N:10]([CH2:9][CH2:8][NH:7][C:6](=[O:20])[O:5][C:1]([CH3:4])([CH3:3])[CH3:2])[CH:11]=[CH:12][C:13]=3[N:14]=[CH:15][N:16]=2)[CH:26]=[CH:27][C:28]=1[O:29][C:30]1[CH:35]=[CH:34][CH:33]=[C:32]([O:36][C:37]([F:39])([F:40])[F:38])[CH:31]=1. (4) The product is: [N:1]1([C:11]([C:13]2[CH:17]=[C:16]([CH:18]3[CH2:19][CH2:20][N:21]([C:35]4[N:40]=[CH:39][CH:38]=[CH:37][N:36]=4)[CH2:22][CH2:23]3)[S:15][CH:14]=2)=[O:12])[C@@H:10]2[C@@H:5]([CH2:6][CH2:7][CH2:8][CH2:9]2)[CH2:4][CH2:3][CH2:2]1. Given the reactants [N:1]1([C:11]([C:13]2[CH:17]=[C:16]([CH:18]3[CH2:23][CH2:22][NH:21][CH2:20][CH2:19]3)[S:15][CH:14]=2)=[O:12])[C@@H:10]2[C@@H:5]([CH2:6][CH2:7][CH2:8][CH2:9]2)[CH2:4][CH2:3][CH2:2]1.CS(C)=O.C(=O)([O-])[O-].[Cs+].[Cs+].Cl[C:35]1[N:40]=[CH:39][CH:38]=[CH:37][N:36]=1, predict the reaction product.